From a dataset of Forward reaction prediction with 1.9M reactions from USPTO patents (1976-2016). Predict the product of the given reaction. (1) Given the reactants C[O:2][C:3]([C:5]1[S:6][C:7]([C:25]#[C:26][C:27]([CH3:30])([CH3:29])[CH3:28])=[CH:8][C:9]=1[N:10]([C:15](=[O:24])[C:16]1[CH:21]=[CH:20][C:19]([Cl:22])=[CH:18][C:17]=1[Cl:23])[CH2:11][CH2:12][O:13][CH3:14])=[O:4].C1COCC1.O.[OH-].[Li+].Cl, predict the reaction product. The product is: [Cl:23][C:17]1[CH:18]=[C:19]([Cl:22])[CH:20]=[CH:21][C:16]=1[C:15]([N:10]([CH2:11][CH2:12][O:13][CH3:14])[C:9]1[CH:8]=[C:7]([C:25]#[C:26][C:27]([CH3:30])([CH3:29])[CH3:28])[S:6][C:5]=1[C:3]([OH:4])=[O:2])=[O:24]. (2) Given the reactants [Cl:1][CH2:2][C:3]1[C:4]([CH2:19][CH2:20][O:21]C)=[N:5][C:6]([C:9]2[CH:14]=[CH:13][C:12]([C:15]([F:18])([F:17])[F:16])=[CH:11][CH:10]=2)=[N:7][CH:8]=1.B(Br)(Br)Br, predict the reaction product. The product is: [Cl:1][CH2:2][C:3]1[C:4]([CH2:19][CH2:20][OH:21])=[N:5][C:6]([C:9]2[CH:10]=[CH:11][C:12]([C:15]([F:18])([F:17])[F:16])=[CH:13][CH:14]=2)=[N:7][CH:8]=1. (3) The product is: [CH3:1][CH:2]([CH3:12])[CH2:3][CH2:4][C:5](=[N:19][O:18][CH2:17][C:14]([OH:16])=[O:15])[C:7]1[CH:11]=[CH:10][S:9][CH:8]=1. Given the reactants [CH3:1][CH:2]([CH3:12])[CH2:3][CH2:4][C:5]([C:7]1[CH:11]=[CH:10][S:9][CH:8]=1)=O.Cl.[C:14]([CH2:17][O:18][NH2:19])([OH:16])=[O:15].[C:14]([CH2:17][O:18][NH2:19])([OH:16])=[O:15].[OH-].[Na+], predict the reaction product. (4) Given the reactants [C:1]([C:9]1[CH:14]=[CH:13][CH:12]=[CH:11][CH:10]=1)(=O)[C:2]1[CH:7]=[CH:6][CH:5]=[CH:4][CH:3]=1.O.[NH2:16][NH2:17], predict the reaction product. The product is: [C:1](=[N:16][NH2:17])([C:9]1[CH:14]=[CH:13][CH:12]=[CH:11][CH:10]=1)[C:2]1[CH:7]=[CH:6][CH:5]=[CH:4][CH:3]=1. (5) Given the reactants I[C:2]1[CH:23]=[CH:22][C:5]([C:6]([NH:8][S:9]([C:12]2[CH:17]=[CH:16][CH:15]=[CH:14][C:13]=2[S:18](=[O:21])(=[O:20])[NH2:19])(=[O:11])=[O:10])=[O:7])=[CH:4][CH:3]=1.[CH:24]1([C:27]([CH:31]2[CH2:33][CH2:32]2)([OH:30])[C:28]#[CH:29])[CH2:26][CH2:25]1.C(N(CC)CC)C.O, predict the reaction product. The product is: [CH:24]1([C:27]([CH:31]2[CH2:33][CH2:32]2)([OH:30])[C:28]#[C:29][C:2]2[CH:23]=[CH:22][C:5]([C:6]([NH:8][S:9]([C:12]3[CH:17]=[CH:16][CH:15]=[CH:14][C:13]=3[S:18](=[O:21])(=[O:20])[NH2:19])(=[O:11])=[O:10])=[O:7])=[CH:4][CH:3]=2)[CH2:26][CH2:25]1. (6) Given the reactants [Cl:1][C:2]1[CH:7]=[CH:6][C:5]([CH2:8]Cl)=[CH:4][CH:3]=1.[O:10]=[C:11]1[CH2:16][CH2:15][N:14]([C:17]([O:19][CH2:20][CH3:21])=[O:18])[CH2:13][CH2:12]1, predict the reaction product. The product is: [Cl:1][C:2]1[CH:7]=[CH:6][C:5]([CH2:8][C:11]2([OH:10])[CH2:12][CH2:13][N:14]([C:17]([O:19][CH2:20][CH3:21])=[O:18])[CH2:15][CH2:16]2)=[CH:4][CH:3]=1. (7) The product is: [CH3:22][O:21][C:19](=[O:20])[CH2:18][CH2:17][C:14]1[CH:13]=[CH:12][C:11]2[C:16](=[C:7]([N:28]3[CH2:27][CH2:26][N:25]([C:31]([O:33][C:34]([CH3:37])([CH3:36])[CH3:35])=[O:32])[CH2:30][CH2:29]3)[CH:8]=[CH:9][CH:10]=2)[N:15]=1. Given the reactants FC(F)(F)S(O[C:7]1[CH:8]=[CH:9][CH:10]=[C:11]2[C:16]=1[N:15]=[C:14]([CH2:17][CH2:18][C:19]([O:21][CH3:22])=[O:20])[CH:13]=[CH:12]2)(=O)=O.[N:25]1([C:31]([O:33][C:34]([CH3:37])([CH3:36])[CH3:35])=[O:32])[CH2:30][CH2:29][NH:28][CH2:27][CH2:26]1.C(=O)([O-])[O-].[Cs+].[Cs+], predict the reaction product. (8) Given the reactants [C:1]([C:4]1[C:5](=[O:34])[N:6]([CH3:33])[C:7]2[C:12]([C:13]=1[NH:14][C:15](=O)[CH3:16])=[CH:11][C:10]([C:18]1[CH:23]=[CH:22][C:21]([Cl:24])=[CH:20][CH:19]=1)=[C:9]([C:25]1[CH:30]=[CH:29][C:28]([Cl:31])=[CH:27][C:26]=1[Cl:32])[N:8]=2)(=[O:3])[CH3:2].[CH3:35][Mg+].[Br-], predict the reaction product. The product is: [Cl:24][C:21]1[CH:20]=[CH:19][C:18]([C:10]2[C:9]([C:25]3[CH:30]=[CH:29][C:28]([Cl:31])=[CH:27][C:26]=3[Cl:32])=[N:8][C:7]3[N:6]([CH3:33])[C:5](=[O:34])[C:4]4[C:1]([CH3:2])([CH3:35])[O:3][C:15]([CH3:16])=[N:14][C:13]=4[C:12]=3[CH:11]=2)=[CH:23][CH:22]=1.